From a dataset of Catalyst prediction with 721,799 reactions and 888 catalyst types from USPTO. Predict which catalyst facilitates the given reaction. (1) Reactant: [CH2:1]([O:3][C:4](=[O:40])[C:5]([CH3:39])([O:28][C:29]1[CH:34]=[CH:33][C:32]([C:35]([F:38])([F:37])[F:36])=[CH:31][CH:30]=1)[CH:6]([C:14]1[CH:19]=[CH:18][CH:17]=[C:16]([O:20]CC2C=CC=CC=2)[CH:15]=1)OC(=O)C(F)(F)F)[CH3:2]. Product: [CH2:1]([O:3][C:4](=[O:40])[C:5]([CH3:39])([O:28][C:29]1[CH:30]=[CH:31][C:32]([C:35]([F:37])([F:38])[F:36])=[CH:33][CH:34]=1)[CH2:6][C:14]1[CH:19]=[CH:18][CH:17]=[C:16]([OH:20])[CH:15]=1)[CH3:2]. The catalyst class is: 78. (2) Reactant: [NH:1]1[C:5]2[CH:6]=[CH:7][C:8]([NH2:10])=[CH:9][C:4]=2[N:3]=[CH:2]1.[N:11]([C:14]1[CH:23]=[CH:22][CH:21]=[CH:20][C:15]=1[C:16](OC)=[O:17])=[C:12]=[S:13]. Product: [NH:1]1[C:5]2[CH:6]=[CH:7][C:8]([N:10]3[C:16](=[O:17])[C:15]4[C:14](=[CH:23][CH:22]=[CH:21][CH:20]=4)[NH:11][C:12]3=[S:13])=[CH:9][C:4]=2[N:3]=[CH:2]1. The catalyst class is: 1. (3) Reactant: [CH3:1][O:2][C:3]1[CH:4]=[C:5]([Mg]Br)[CH:6]=[CH:7][CH:8]=1.[CH2:11](Br)[CH:12]=[CH2:13].[NH4+].[Cl-]. Product: [CH2:13]([C:5]1[CH:6]=[CH:7][CH:8]=[C:3]([O:2][CH3:1])[CH:4]=1)[CH:12]=[CH2:11]. The catalyst class is: 1. (4) Reactant: [CH3:1][NH:2][CH3:3].Cl[CH2:5][CH2:6][C:7]([C:9]1[CH:10]=[C:11]2[C:16](=[CH:17][CH:18]=1)[N:15]([C:19]([O:21][CH2:22][CH3:23])=[O:20])[CH2:14][CH2:13][CH2:12]2)=[O:8]. Product: [CH3:1][N:2]([CH3:3])[CH2:5][CH2:6][C:7]([C:9]1[CH:10]=[C:11]2[C:16](=[CH:17][CH:18]=1)[N:15]([C:19]([O:21][CH2:22][CH3:23])=[O:20])[CH2:14][CH2:13][CH2:12]2)=[O:8]. The catalyst class is: 4. (5) Reactant: [CH3:1][C:2]1[CH:7]=[C:6]([CH3:8])[CH:5]=[CH:4][C:3]=1[CH:9]([C:11]1[CH:16]=[CH:15][CH:14]=[CH:13][CH:12]=1)O.S(Cl)([Cl:19])=O. Product: [Cl:19][CH:9]([C:11]1[CH:16]=[CH:15][CH:14]=[CH:13][CH:12]=1)[C:3]1[CH:4]=[CH:5][C:6]([CH3:8])=[CH:7][C:2]=1[CH3:1]. The catalyst class is: 2. (6) Reactant: [CH3:1][C:2]1([CH3:19])[C:9]2[S:8][C:7]([NH:10]C(=O)OC(C)(C)C)=[N:6][C:5]=2[C:4](=[O:18])[O:3]1.FC(F)(F)C(O)=O. Product: [NH2:10][C:7]1[S:8][C:9]2[C:2]([CH3:1])([CH3:19])[O:3][C:4](=[O:18])[C:5]=2[N:6]=1. The catalyst class is: 4. (7) Reactant: [CH2:1]([Zn]CC)C.ICI.[CH2:9]([O:16][C:17]([N:19]1[CH2:24][CH:23]=[C:22]([CH2:25][CH2:26][OH:27])[CH2:21][CH2:20]1)=[O:18])[C:10]1[CH:15]=[CH:14][CH:13]=[CH:12][CH:11]=1.[Cl-].[NH4+].Cl. Product: [CH2:9]([O:16][C:17]([N:19]1[CH2:20][CH2:21][C:22]2([CH2:25][CH2:26][OH:27])[CH:23]([CH2:1]2)[CH2:24]1)=[O:18])[C:10]1[CH:15]=[CH:14][CH:13]=[CH:12][CH:11]=1. The catalyst class is: 68.